From a dataset of Full USPTO retrosynthesis dataset with 1.9M reactions from patents (1976-2016). Predict the reactants needed to synthesize the given product. Given the product [CH3:13][N:10]1[CH:9]=[CH:8][CH:7]=[C:3]([C:4]([OH:6])=[O:5])[C:2]1=[O:1], predict the reactants needed to synthesize it. The reactants are: [OH:1][C:2]1[N:10]=[CH:9][CH:8]=[CH:7][C:3]=1[C:4]([OH:6])=[O:5].[OH-].[K+].[CH3:13]I.